This data is from Catalyst prediction with 721,799 reactions and 888 catalyst types from USPTO. The task is: Predict which catalyst facilitates the given reaction. (1) Reactant: [CH:1]([Mg]Cl)=[CH2:2].Br[C:6]1[C:15]2[C:10](=[CH:11][CH:12]=[C:13]([O:16][CH3:17])[CH:14]=2)[N:9]=[CH:8][CH:7]=1. Product: [CH3:17][O:16][C:13]1[CH:14]=[C:15]2[C:10](=[CH:11][CH:12]=1)[N:9]=[CH:8][CH:7]=[C:6]2[CH:1]=[CH2:2]. The catalyst class is: 450. (2) Reactant: [BH4-].[Na+].[F:3][C:4]1[C:16]([F:17])=[C:15]([F:18])[CH:14]=[CH:13][C:5]=1[NH:6][C@@H:7]([CH3:12])[C:8](OC)=[O:9].CO.O. Product: [F:3][C:4]1[C:16]([F:17])=[C:15]([F:18])[CH:14]=[CH:13][C:5]=1[NH:6][C@@H:7]([CH3:12])[CH2:8][OH:9]. The catalyst class is: 159. (3) The catalyst class is: 8. Product: [CH3:1][C:2]1[N:3]([C:7]2[CH:12]=[CH:11][C:10]([NH:13][C:19]([NH2:20])=[NH:18])=[CH:9][CH:8]=2)[CH:4]=[CH:5][N:6]=1. Reactant: [CH3:1][C:2]1[N:3]([C:7]2[CH:12]=[CH:11][C:10]([NH2:13])=[CH:9][CH:8]=2)[CH:4]=[CH:5][N:6]=1.[N+]([O-])(O)=O.[N:18]#[C:19][NH2:20].C(OCC)C. (4) Reactant: [C:1]12([CH2:11][O:12][C:13]3[C:21]([CH:22]4[CH2:24][CH2:23]4)=[CH:20][C:16]([C:17]([OH:19])=O)=[CH:15][N:14]=3)[CH2:10][CH:5]3[CH2:6][CH:7]([CH2:9][CH:3]([CH2:4]3)[CH2:2]1)[CH2:8]2.C(N1C=CN=C1)(N1C=CN=C1)=O.N12CCCN=C1CCCCC2.[CH3:48][S:49]([NH2:52])(=[O:51])=[O:50]. Product: [C:1]12([CH2:11][O:12][C:13]3[C:21]([CH:22]4[CH2:24][CH2:23]4)=[CH:20][C:16]([C:17]([NH:52][S:49]([CH3:48])(=[O:51])=[O:50])=[O:19])=[CH:15][N:14]=3)[CH2:10][CH:5]3[CH2:6][CH:7]([CH2:9][CH:3]([CH2:4]3)[CH2:2]1)[CH2:8]2. The catalyst class is: 54. (5) Reactant: [O:1]1[C:5]2[CH:6]=[CH:7][C:8]([OH:10])=[CH:9][C:4]=2[CH:3]=[CH:2]1.N1C=CN=C1.[CH3:16][C:17]([Si:20](Cl)([CH3:22])[CH3:21])([CH3:19])[CH3:18].C([O-])(O)=O.[Na+]. Product: [O:1]1[C:5]2[CH:6]=[CH:7][C:8]([O:10][Si:20]([C:17]([CH3:19])([CH3:18])[CH3:16])([CH3:22])[CH3:21])=[CH:9][C:4]=2[CH:3]=[CH:2]1. The catalyst class is: 3. (6) Reactant: [CH2:1]([Mg]Br)[CH3:2].[CH3:5][O:6][C:7](=[O:43])[CH2:8][CH2:9][CH2:10]/[CH:11]=[CH:12]\[CH2:13][C@H:14]1[C:18](=[O:19])[CH:17]=[CH:16][C@@H:15]1/[CH:20]=[CH:21]/[CH:22]([O:35][Si:36]([C:39]([CH3:42])([CH3:41])[CH3:40])([CH3:38])[CH3:37])[CH2:23][CH2:24][C:25]1[S:29][C:28]2[CH:30]=[CH:31][CH:32]=[CH:33][C:27]=2[C:26]=1[Cl:34]. Product: [CH3:5][O:6][C:7](=[O:43])[CH2:8][CH2:9][CH2:10]/[CH:11]=[CH:12]\[CH2:13][C@H:14]1[C:18](=[O:19])[CH2:17][C@@H:16]([CH2:1][CH3:2])[C@@H:15]1/[CH:20]=[CH:21]/[CH:22]([O:35][Si:36]([C:39]([CH3:40])([CH3:42])[CH3:41])([CH3:37])[CH3:38])[CH2:23][CH2:24][C:25]1[S:29][C:28]2[CH:30]=[CH:31][CH:32]=[CH:33][C:27]=2[C:26]=1[Cl:34]. The catalyst class is: 356. (7) Reactant: Cl[C:2]1[C:7]([CH3:8])=[CH:6][C:5]([N+:9]([O-:11])=[O:10])=[CH:4][N:3]=1.[CH3:12][O:13][C:14](=[O:22])[C:15]1[CH:20]=[CH:19][C:18]([OH:21])=[CH:17][CH:16]=1.C([O-])([O-])=O.[K+].[K+].C(Cl)Cl. Product: [CH3:8][C:7]1[C:2]([O:21][C:18]2[CH:17]=[CH:16][C:15]([C:14]([O:13][CH3:12])=[O:22])=[CH:20][CH:19]=2)=[N:3][CH:4]=[C:5]([N+:9]([O-:11])=[O:10])[CH:6]=1. The catalyst class is: 21. (8) Reactant: [Br:1][C:2]1[CH:31]=[CH:30][C:5]([CH2:6][NH:7][CH2:8][C@H:9]2[CH2:14][CH2:13][C@H:12]([CH2:15][NH:16][C:17]3[N:26]=[C:25]([N:27]([CH3:29])[CH3:28])[C:24]4[C:19](=[CH:20][CH:21]=[CH:22][CH:23]=4)[N:18]=3)[CH2:11][CH2:10]2)=[C:4]([O:32][C:33]([F:36])([F:35])[F:34])[CH:3]=1.C=O.[C:39](O)(=O)C.[BH-](OC(C)=O)(OC(C)=O)OC(C)=O.[Na+]. Product: [Br:1][C:2]1[CH:31]=[CH:30][C:5]([CH2:6][N:7]([CH2:8][C@H:9]2[CH2:10][CH2:11][C@H:12]([CH2:15][NH:16][C:17]3[N:26]=[C:25]([N:27]([CH3:29])[CH3:28])[C:24]4[C:19](=[CH:20][CH:21]=[CH:22][CH:23]=4)[N:18]=3)[CH2:13][CH2:14]2)[CH3:39])=[C:4]([O:32][C:33]([F:35])([F:36])[F:34])[CH:3]=1. The catalyst class is: 2. (9) Reactant: [CH2:1]([N:8]1[C:16]2[C:11](=[CH:12][CH:13]=[C:14]([N+:17]([O-:19])=[O:18])[CH:15]=2)[C:10]([C:20]([O:46]COC)([C:42]([F:45])([F:44])[F:43])[C:21]([N:23]2[CH2:28][CH2:27][CH:26]([O:29][C:30]3[CH:35]=[CH:34][C:33]([CH2:36][C:37]([OH:39])=[O:38])=[CH:32][C:31]=3[O:40][CH3:41])[CH2:25][CH2:24]2)=[O:22])=[CH:9]1)[C:2]1[CH:7]=[CH:6][CH:5]=[CH:4][CH:3]=1.FC(F)(F)C(O)=O.O. Product: [CH2:1]([N:8]1[C:16]2[C:11](=[CH:12][CH:13]=[C:14]([N+:17]([O-:19])=[O:18])[CH:15]=2)[C:10]([C:20]([OH:46])([C:42]([F:45])([F:44])[F:43])[C:21]([N:23]2[CH2:28][CH2:27][CH:26]([O:29][C:30]3[CH:35]=[CH:34][C:33]([CH2:36][C:37]([OH:39])=[O:38])=[CH:32][C:31]=3[O:40][CH3:41])[CH2:25][CH2:24]2)=[O:22])=[CH:9]1)[C:2]1[CH:7]=[CH:6][CH:5]=[CH:4][CH:3]=1. The catalyst class is: 4.